This data is from Catalyst prediction with 721,799 reactions and 888 catalyst types from USPTO. The task is: Predict which catalyst facilitates the given reaction. (1) Reactant: C1(N2CCN([C:13]3[N:14]=[C:15]([NH:22][C@H:23]4[CH2:27][CH2:26][CH2:25][C@@H:24]4[NH:28][C:29](=[O:35])OC(C)(C)C)[C:16]4[S:21][CH2:20][CH2:19][C:17]=4[N:18]=3)CC2)C=CC=CC=1.[CH:36]([N:39]([CH:42]([CH3:44])C)[CH2:40]C)([CH3:38])C.Cl.[Cl:46]C1N=C(NC2CCCNC2)C2SCCC=2N=1. Product: [CH3:40][N:39]1[CH:36]=[CH:38][CH:44]=[C:42]1[C:29]([N:28]1[CH2:25][CH2:26][CH2:27][CH:23]([NH:22][C:15]2[C:16]3[S:21][CH2:20][CH2:19][C:17]=3[N:18]=[C:13]([Cl:46])[N:14]=2)[CH2:24]1)=[O:35]. The catalyst class is: 16. (2) Reactant: [OH:1][CH2:2][C:3]1[CH:4]=[C:5]([CH:29]=[CH:30][CH:31]=1)[CH2:6][C@H:7]1[C@H:15]2[C@@H:11]([N:12]([CH2:17][C:18]3[CH:23]=[CH:22][CH:21]=[C:20]([CH:24]([CH3:26])[CH3:25])[CH:19]=3)[C:13](=[O:16])[O:14]2)[CH2:10][S:9](=[O:28])(=[O:27])[CH2:8]1.N1C2C=CC=CC=2N=N1.O=S(Cl)Cl.[CH3:45][O:46][C@@H:47]([CH3:50])[CH2:48]O.[H-].[Na+]. Product: [CH:24]([C:20]1[CH:19]=[C:18]([CH:23]=[CH:22][CH:21]=1)[CH2:17][N:12]1[C@@H:11]2[C@H:15]([C@H:7]([CH2:6][C:5]3[CH:29]=[CH:30][CH:31]=[C:3]([CH2:2][O:1][CH2:48][C@@H:47]([O:46][CH3:45])[CH3:50])[CH:4]=3)[CH2:8][S:9](=[O:27])(=[O:28])[CH2:10]2)[O:14][C:13]1=[O:16])([CH3:25])[CH3:26]. The catalyst class is: 59. (3) Reactant: [CH2:1]([N:3]([CH2:26][CH3:27])[CH2:4][CH2:5][CH2:6][O:7][C:8]1[CH:15]=[C:14]([O:16][CH2:17][CH2:18][C:19]2[CH:24]=[CH:23][C:22]([Cl:25])=[CH:21][CH:20]=2)[CH:13]=[CH:12][C:9]=1[CH:10]=O)[CH3:2].[CH2:28]([NH:32][C:33]1[CH:39]=[C:38]([O:40][CH2:41][CH2:42][CH2:43][N:44]([CH2:47][CH3:48])[CH2:45][CH3:46])[CH:37]=[CH:36][C:34]=1[NH2:35])[CH2:29][CH2:30][CH3:31]. Product: [CH2:28]([N:32]1[C:33]2[CH:39]=[C:38]([O:40][CH2:41][CH2:42][CH2:43][N:44]([CH2:47][CH3:48])[CH2:45][CH3:46])[CH:37]=[CH:36][C:34]=2[N:35]=[C:10]1[C:9]1[CH:12]=[CH:13][C:14]([O:16][CH2:17][CH2:18][C:19]2[CH:24]=[CH:23][C:22]([Cl:25])=[CH:21][CH:20]=2)=[CH:15][C:8]=1[O:7][CH2:6][CH2:5][CH2:4][N:3]([CH2:26][CH3:27])[CH2:1][CH3:2])[CH2:29][CH2:30][CH3:31]. The catalyst class is: 8. (4) Reactant: [C:1]([C:4]1[CH:9]=[CH:8][C:7]([C@H:10]2[CH2:15][CH2:14][C@H:13]([CH2:16][C:17]([O:19][CH2:20][CH3:21])=[O:18])[CH2:12][CH2:11]2)=[CH:6][CH:5]=1)(=[O:3])[CH3:2].CO[CH:24](OC)[N:25]([CH3:27])[CH3:26].O. Product: [CH3:24][N:25]([CH3:27])/[CH:26]=[CH:2]/[C:1]([C:4]1[CH:9]=[CH:8][C:7]([C@H:10]2[CH2:15][CH2:14][C@H:13]([CH2:16][C:17]([O:19][CH2:20][CH3:21])=[O:18])[CH2:12][CH2:11]2)=[CH:6][CH:5]=1)=[O:3]. The catalyst class is: 9. (5) The catalyst class is: 1. Reactant: [C:1]([O:5][C:6]([N:8]1[CH2:13][CH2:12][N:11]([C:14]2[C:15]([F:25])=[C:16]([C:20]([F:24])=[C:21]([F:23])[CH:22]=2)[C:17](O)=[O:18])[CH2:10][CH2:9]1)=[O:7])([CH3:4])([CH3:3])[CH3:2].B. Product: [F:25][C:15]1[C:16]([CH2:17][OH:18])=[C:20]([F:24])[C:21]([F:23])=[CH:22][C:14]=1[N:11]1[CH2:12][CH2:13][N:8]([C:6]([O:5][C:1]([CH3:4])([CH3:3])[CH3:2])=[O:7])[CH2:9][CH2:10]1. (6) Reactant: I[C:2]1[CH:7]=[CH:6][C:5]([CH3:8])=[CH:4][C:3]=1[CH3:9].[P:10]([O:15]C)([O:13][CH3:14])[O:11][CH3:12]. Product: [CH3:12][O:11][P:10]([C:2]1[CH:7]=[CH:6][C:5]([CH3:8])=[CH:4][C:3]=1[CH3:9])(=[O:15])[O:13][CH3:14]. The catalyst class is: 524. (7) Reactant: Cl[C:2]1[N:7]=[CH:6][N:5]=[C:4]([NH:8][C:9]2[CH:10]=[C:11]([S:15]([NH:18][CH3:19])(=[O:17])=[O:16])[CH:12]=[CH:13][CH:14]=2)[CH:3]=1.[O-]P([O-])([O-])=O.[K+].[K+].[K+].CC1(C)C2C(=C(P(C3C=CC=CC=3)C3C=CC=CC=3)C=CC=2)OC2C(P(C3C=CC=CC=3)C3C=CC=CC=3)=CC=CC1=2.[NH2:70][C:71]1[S:72][C:73]([C:76]([O:78][CH3:79])=[O:77])=[CH:74][N:75]=1. Product: [CH3:19][NH:18][S:15]([C:11]1[CH:10]=[C:9]([NH:8][C:4]2[N:5]=[CH:6][N:7]=[C:2]([NH:70][C:71]3[S:72][C:73]([C:76]([O:78][CH3:79])=[O:77])=[CH:74][N:75]=3)[CH:3]=2)[CH:14]=[CH:13][CH:12]=1)(=[O:17])=[O:16]. The catalyst class is: 110. (8) Reactant: [C:1](/[CH:3]=[CH:4]/[S:5]([C:8]1[CH:13]=[CH:12][C:11]([C:14]([CH3:19])([CH3:18])[C:15]([OH:17])=O)=[CH:10][CH:9]=1)(=[O:7])=[O:6])#[N:2].[C:20]1([C@@H:26]([NH2:28])[CH3:27])[CH:25]=[CH:24][CH:23]=[CH:22][CH:21]=1.Cl.CN(C)CCCN=C=NCC.ON1C2C=CC=CC=2N=N1. Product: [C:1](/[CH:3]=[CH:4]/[S:5]([C:8]1[CH:9]=[CH:10][C:11]([C:14]([CH3:19])([CH3:18])[C:15]([NH:28][C@H:26]([C:20]2[CH:25]=[CH:24][CH:23]=[CH:22][CH:21]=2)[CH3:27])=[O:17])=[CH:12][CH:13]=1)(=[O:6])=[O:7])#[N:2]. The catalyst class is: 2. (9) Reactant: [F:1][C:2]1[C:3]([N+:23]([O-:25])=[O:24])=[C:4]([CH:12](C(OCC)=O)[C:13]([O:15][CH2:16][CH3:17])=[O:14])[CH:5]=[C:6]([O:8][CH:9]([CH3:11])[CH3:10])[CH:7]=1.[Li+].[Cl-].O. Product: [F:1][C:2]1[C:3]([N+:23]([O-:25])=[O:24])=[C:4]([CH2:12][C:13]([O:15][CH2:16][CH3:17])=[O:14])[CH:5]=[C:6]([O:8][CH:9]([CH3:10])[CH3:11])[CH:7]=1. The catalyst class is: 16. (10) Reactant: [CH3:1][S:2](Cl)(=[O:4])=[O:3].[F:6][C:7]1[C:8]([NH:33][C@@H:34]([C:37]([CH3:40])([CH3:39])[CH3:38])[CH2:35][OH:36])=[CH:9][C:10]([C:13]2[C:21]3[C:16](=[N:17][CH:18]=[C:19]([F:22])[CH:20]=3)[N:15]([S:23]([C:26]3[CH:32]=[CH:31][C:29]([CH3:30])=[CH:28][CH:27]=3)(=[O:25])=[O:24])[CH:14]=2)=[N:11][CH:12]=1.C1(C(NC2C(F)=CN=C(C3C4C(=NC=C(F)C=4)N(S(C4C=CC(C)=CC=4)(=O)=O)C=3)N=2)CC([O-])=O)CCC1.C(N(CC)CC)C. Product: [CH3:1][S:2]([O:36][CH2:35][C@@H:34]([NH:33][C:8]1[C:7]([F:6])=[CH:12][N:11]=[C:10]([C:13]2[C:21]3[C:16](=[N:17][CH:18]=[C:19]([F:22])[CH:20]=3)[N:15]([S:23]([C:26]3[CH:32]=[CH:31][C:29]([CH3:30])=[CH:28][CH:27]=3)(=[O:24])=[O:25])[CH:14]=2)[CH:9]=1)[C:37]([CH3:40])([CH3:39])[CH3:38])(=[O:4])=[O:3]. The catalyst class is: 4.